This data is from Peptide-MHC class I binding affinity with 185,985 pairs from IEDB/IMGT. The task is: Regression. Given a peptide amino acid sequence and an MHC pseudo amino acid sequence, predict their binding affinity value. This is MHC class I binding data. (1) The peptide sequence is IHIPGDTLF. The MHC is Mamu-B17 with pseudo-sequence Mamu-B17. The binding affinity (normalized) is 0.488. (2) The peptide sequence is AIFFTTSL. The MHC is H-2-Kb with pseudo-sequence H-2-Kb. The binding affinity (normalized) is 0.471.